From a dataset of Peptide-MHC class II binding affinity with 134,281 pairs from IEDB. Regression. Given a peptide amino acid sequence and an MHC pseudo amino acid sequence, predict their binding affinity value. This is MHC class II binding data. (1) The peptide sequence is TKEDLFGKKNLIPSS. The MHC is DRB1_0801 with pseudo-sequence DRB1_0801. The binding affinity (normalized) is 0.525. (2) The peptide sequence is LGYILEDIDKKDGDL. The MHC is DRB1_0301 with pseudo-sequence DRB1_0301. The binding affinity (normalized) is 0.534. (3) The peptide sequence is RMAMTDTTPFGQQRV. The MHC is DRB1_0401 with pseudo-sequence DRB1_0401. The binding affinity (normalized) is 0.510. (4) The peptide sequence is KARQAVAIADALEMQ. The MHC is H-2-IAd with pseudo-sequence H-2-IAd. The binding affinity (normalized) is 0.401. (5) The peptide sequence is KRVSNVIIHGLHLYG. The MHC is HLA-DPA10201-DPB10101 with pseudo-sequence HLA-DPA10201-DPB10101. The binding affinity (normalized) is 0.521. (6) The peptide sequence is IIFSQNMNIKLKMPL. The MHC is DRB1_0301 with pseudo-sequence DRB1_0301. The binding affinity (normalized) is 0.414. (7) The peptide sequence is LLTKFVAAALHNIKC. The MHC is DRB1_0401 with pseudo-sequence DRB1_0401. The binding affinity (normalized) is 0.895. (8) The peptide sequence is YDKFLANVSTVLMGK. The MHC is DRB1_1001 with pseudo-sequence DRB1_1001. The binding affinity (normalized) is 0.686. (9) The peptide sequence is QQLLFIHFRIGCRHSRIG. The MHC is HLA-DQA10201-DQB10202 with pseudo-sequence HLA-DQA10201-DQB10202. The binding affinity (normalized) is 0. (10) The peptide sequence is LLESLSSLGAHLDSD. The MHC is H-2-IAb with pseudo-sequence H-2-IAb. The binding affinity (normalized) is 0.114.